Dataset: Full USPTO retrosynthesis dataset with 1.9M reactions from patents (1976-2016). Task: Predict the reactants needed to synthesize the given product. (1) Given the product [F:12][C:13]([F:26])([F:25])[S:14]([O:11][C:2]1[CH:3]=[CH:4][C:5]2[C:10](=[CH:9][CH:8]=[CH:7][CH:6]=2)[N:1]=1)(=[O:16])=[O:15], predict the reactants needed to synthesize it. The reactants are: [N:1]1[C:10]2[C:5](=[CH:6][CH:7]=[CH:8][CH:9]=2)[CH:4]=[CH:3][C:2]=1[OH:11].[F:12][C:13]([F:26])([F:25])[S:14](O[S:14]([C:13]([F:26])([F:25])[F:12])(=[O:16])=[O:15])(=[O:16])=[O:15]. (2) The reactants are: [C:1]([O:5][C:6](=[O:18])[NH:7][CH2:8][CH2:9][N:10]1[C:14](I)=[C:13]([I:16])[N:12]=[C:11]1I)([CH3:4])([CH3:3])[CH3:2].CC[Mg+].[Br-].CCOCC. Given the product [C:1]([O:5][C:6](=[O:18])[NH:7][CH2:8][CH2:9][N:10]1[CH:14]=[C:13]([I:16])[N:12]=[CH:11]1)([CH3:4])([CH3:2])[CH3:3], predict the reactants needed to synthesize it. (3) Given the product [CH3:30][C:12]1[C:11]([C:8]2[CH:9]=[CH:10][C:5]([O:4][CH2:3][CH2:2][N:35]3[CH2:36][CH2:37][N:32]([CH3:31])[CH2:33][CH2:34]3)=[CH:6][CH:7]=2)=[C:18]([NH:19][C:20]2[C:21]([CH3:29])=[C:22]3[C:26](=[CH:27][CH:28]=2)[NH:25][CH:24]=[CH:23]3)[C:15]([C:16]#[N:17])=[CH:14][N:13]=1, predict the reactants needed to synthesize it. The reactants are: Cl[CH2:2][CH2:3][O:4][C:5]1[CH:10]=[CH:9][C:8]([C:11]2[C:12]([CH3:30])=[N:13][CH:14]=[C:15]([C:18]=2[NH:19][C:20]2[C:21]([CH3:29])=[C:22]3[C:26](=[CH:27][CH:28]=2)[NH:25][CH:24]=[CH:23]3)[C:16]#[N:17])=[CH:7][CH:6]=1.[CH3:31][N:32]1[CH2:37][CH2:36][NH:35][CH2:34][CH2:33]1.[I].[Na]. (4) Given the product [CH3:26][C:27]1([CH3:43])[C:31]([CH3:33])([CH3:32])[O:30][B:29]([C:2]2[CH:7]=[CH:6][C:5]([CH:8]3[CH2:13][CH2:12][N:11]([C:14]([O:16][C:17]([CH3:20])([CH3:19])[CH3:18])=[O:15])[CH2:10][CH2:9]3)=[CH:4][CH:3]=2)[O:28]1, predict the reactants needed to synthesize it. The reactants are: Br[C:2]1[CH:7]=[CH:6][C:5]([CH:8]2[CH2:13][CH2:12][N:11]([C:14]([O:16][C:17]([CH3:20])([CH3:19])[CH3:18])=[O:15])[CH2:10][CH2:9]2)=[CH:4][CH:3]=1.CC([O-])=O.[K+].[CH3:26][C:27]1([CH3:43])[C:31]([CH3:33])([CH3:32])[O:30][B:29]([B:29]2[O:30][C:31]([CH3:33])([CH3:32])[C:27]([CH3:43])([CH3:26])[O:28]2)[O:28]1.O. (5) Given the product [CH3:2][C:1]1[O:7][C:6]([C@H:8]2[CH2:13][CH2:12][C@H:11]([N:14]3[C:19](=[O:20])[C:18]([CH2:21][C:22]4[CH:23]=[CH:24][C:25]([C:43]5[C:42]([C:52]#[N:53])=[CH:47][CH:46]=[CH:45][CH:44]=5)=[CH:26][CH:27]=4)=[C:17]([CH2:36][CH2:37][CH3:38])[N:16]4[N:39]=[CH:40][N:41]=[C:15]34)[CH2:10][CH2:9]2)=[N:5][N:4]=1, predict the reactants needed to synthesize it. The reactants are: [C:1]([NH:4][NH:5][C:6]([C@H:8]1[CH2:13][CH2:12][C@H:11]([N:14]2[C:19](=[O:20])[C:18]([CH2:21][C:22]3[CH:27]=[CH:26][C:25](C4C=CC=CC=4C#N)=[CH:24][CH:23]=3)=[C:17]([CH2:36][CH2:37][CH3:38])[N:16]3[N:39]=[CH:40][N:41]=[C:15]23)[CH2:10][CH2:9]1)=[O:7])(=O)[CH3:2].[C:42]1([CH3:52])[CH:47]=[CH:46][C:45](S(Cl)(=O)=O)=[CH:44][CH:43]=1.[N:53]1C=CC=CC=1. (6) Given the product [CH2:1]([O:3][C:4]([C:6]1[C:15](=[O:16])[C:14]2[C:9](=[CH:10][CH:11]=[C:12]([CH2:35][C:34]3[CH:37]=[CH:38][CH:39]=[C:40]([Cl:41])[C:33]=3[F:32])[N:13]=2)[N:8]([C@H:18]([C:22]([CH3:30])([CH3:29])[O:23][SiH2:24][C:25]([CH3:26])([CH3:27])[CH3:28])[CH:19]([CH3:21])[CH3:20])[CH:7]=1)=[O:5])[CH3:2], predict the reactants needed to synthesize it. The reactants are: [CH2:1]([O:3][C:4]([C:6]1[C:15](=[O:16])[C:14]2[C:9](=[CH:10][CH:11]=[C:12](Cl)[N:13]=2)[N:8]([C@H:18]([C:22]([CH3:30])([CH3:29])[O:23][SiH2:24][C:25]([CH3:28])([CH3:27])[CH3:26])[CH:19]([CH3:21])[CH3:20])[CH:7]=1)=[O:5])[CH3:2].[Br-].[F:32][C:33]1[C:40]([Cl:41])=[CH:39][CH:38]=[CH:37][C:34]=1[CH2:35][Zn+].Cl. (7) Given the product [CH3:1][O:2][C:3]1[CH:21]=[CH:20][C:6]([CH2:7][N:8]2[CH:12]=[C:11]([C:13]3[N:14]=[C:15]([NH:19][C:23]4[CH:28]=[C:27]([F:29])[CH:26]=[CH:25][N:24]=4)[S:16][C:17]=3[CH3:18])[CH:10]=[N:9]2)=[CH:5][CH:4]=1, predict the reactants needed to synthesize it. The reactants are: [CH3:1][O:2][C:3]1[CH:21]=[CH:20][C:6]([CH2:7][N:8]2[CH:12]=[C:11]([C:13]3[N:14]=[C:15]([NH2:19])[S:16][C:17]=3[CH3:18])[CH:10]=[N:9]2)=[CH:5][CH:4]=1.Cl[C:23]1[CH:28]=[C:27]([F:29])[CH:26]=[CH:25][N:24]=1.CC1(C)C2C(=C(P(C3C=CC=CC=3)C3C=CC=CC=3)C=CC=2)OC2C(P(C3C=CC=CC=3)C3C=CC=CC=3)=CC=CC1=2.C(=O)([O-])[O-].[Cs+].[Cs+]. (8) Given the product [O:8]([C:4]1[CH:3]=[C:2]([C:28]2[CH2:29][CH2:30][CH2:31][N:27]=2)[CH:7]=[CH:6][CH:5]=1)[C:9]1[CH:10]=[CH:11][CH:12]=[CH:13][CH:14]=1, predict the reactants needed to synthesize it. The reactants are: Br[C:2]1[CH:7]=[CH:6][CH:5]=[C:4]([O:8][C:9]2[CH:14]=[CH:13][CH:12]=[CH:11][CH:10]=2)[CH:3]=1.[Li]CCCC.C(OC([N:27]1[CH2:31][CH2:30][CH2:29][C:28]1=O)=O)(C)(C)C. (9) The reactants are: [CH3:1][C:2]1[N:6]([CH2:7][CH:8]2[C:21](=O)[C:12]3[C:13]4[CH:14]=[CH:15][CH:16]=[CH:17][C:18]=4[N:19]([CH3:20])[C:11]=3[CH2:10][CH2:9]2)[CH:5]=[CH:4][N:3]=1.Cl.CO.Cl.[NH2:27][OH:28]. Given the product [CH3:20][N:19]1[C:11]2[CH2:10][CH2:9][CH:8]([CH2:7][N:6]3[CH:5]=[CH:4][N:3]=[C:2]3[CH3:1])/[C:21](=[N:27]\[OH:28])/[C:12]=2[C:13]2[C:18]1=[CH:17][CH:16]=[CH:15][CH:14]=2, predict the reactants needed to synthesize it. (10) Given the product [C:23]([C:15]1[C:14]([O:25][CH3:26])=[C:13]([CH2:12][N:10]([CH3:11])[C:8](=[O:9])[CH:7]([C:27]2[CH:32]=[CH:31][C:30]([F:33])=[CH:29][CH:28]=2)[N:4]2[CH2:5][CH2:6][C@H:2]([NH:1][CH3:34])[CH2:3]2)[C:22]2[C:17]([CH:16]=1)=[CH:18][CH:19]=[CH:20][CH:21]=2)#[N:24], predict the reactants needed to synthesize it. The reactants are: [NH2:1][C@H:2]1[CH2:6][CH2:5][N:4]([CH:7]([C:27]2[CH:32]=[CH:31][C:30]([F:33])=[CH:29][CH:28]=2)[C:8]([N:10]([CH2:12][C:13]2[C:22]3[C:17](=[CH:18][CH:19]=[CH:20][CH:21]=3)[CH:16]=[C:15]([C:23]#[N:24])[C:14]=2[O:25][CH3:26])[CH3:11])=[O:9])[CH2:3]1.[CH3:34][O-].[Na+].C=O.[OH-].[Na+].